Dataset: Forward reaction prediction with 1.9M reactions from USPTO patents (1976-2016). Task: Predict the product of the given reaction. (1) Given the reactants [F:1][C:2]1[CH:3]=[CH:4][C:5]([O:33][CH3:34])=[C:6]([C:8]2[CH:13]=[CH:12][N:11]=[C:10]3[NH:14][C:15]([C:17]4[CH2:18][CH2:19][N:20]([C@H:23]5[CH2:28][CH2:27][C@H:26]([CH2:29][C:30](O)=[O:31])[CH2:25][CH2:24]5)[CH2:21][CH:22]=4)=[CH:16][C:9]=23)[CH:7]=1.C(N(C(C)C)C(C)C)C.C(N1C=CN=C1)(N1C=CN=C1)=O.[CH3:56][CH:57]([S:59]([NH2:62])(=[O:61])=[O:60])[CH3:58].N12CCCN=C1CCCCC2, predict the reaction product. The product is: [F:1][C:2]1[CH:3]=[CH:4][C:5]([O:33][CH3:34])=[C:6]([C:8]2[CH:13]=[CH:12][N:11]=[C:10]3[NH:14][C:15]([C:17]4[CH2:18][CH2:19][N:20]([C@H:23]5[CH2:28][CH2:27][C@H:26]([CH2:29][C:30]([NH:62][S:59]([CH:57]([CH3:58])[CH3:56])(=[O:61])=[O:60])=[O:31])[CH2:25][CH2:24]5)[CH2:21][CH:22]=4)=[CH:16][C:9]=23)[CH:7]=1. (2) Given the reactants [Cl:1][C:2]1[CH:3]=[CH:4][C:5]([O:31][CH3:32])=[C:6]([NH:8][C:9](=[O:30])[CH2:10][N:11]2[C:19]3[CH2:18][CH2:17][N:16]([CH2:20][C:21]([O:23]CC)=[O:22])[CH2:15][C:14]=3[C:13]([C:26]([F:29])([F:28])[F:27])=[N:12]2)[CH:7]=1.CO.[H-].[Li+], predict the reaction product. The product is: [Cl:1][C:2]1[CH:3]=[CH:4][C:5]([O:31][CH3:32])=[C:6]([NH:8][C:9](=[O:30])[CH2:10][N:11]2[C:19]3[CH2:18][CH2:17][N:16]([CH2:20][C:21]([OH:23])=[O:22])[CH2:15][C:14]=3[C:13]([C:26]([F:29])([F:28])[F:27])=[N:12]2)[CH:7]=1. (3) Given the reactants [CH:1]1([S:4]([NH:7][CH:8]2[CH2:12][CH:11](C(O)=O)[CH:10]([CH3:16])[CH2:9]2)(=[O:6])=[O:5])[CH2:3][CH2:2]1.C1C=CC(P([N:31]=[N+]=[N-])(C2C=CC=CC=2)=O)=CC=1.C[C:35]([OH:38])(C)C, predict the reaction product. The product is: [N:31]([CH:11]1[CH:10]([CH3:16])[CH2:9][CH:8]([NH:7][S:4]([CH:1]2[CH2:2][CH2:3]2)(=[O:5])=[O:6])[CH2:12]1)=[C:35]=[O:38]. (4) The product is: [BrH:13].[CH3:9][O:10][CH2:11][CH2:12][N:3]1[C:2]([CH3:1])=[C:6]([CH3:7])[S:5][C:4]1=[NH:8]. Given the reactants [CH3:1][C:2]1[N:3]=[C:4]([NH2:8])[S:5][C:6]=1[CH3:7].[CH3:9][O:10][CH2:11][CH2:12][Br:13], predict the reaction product.